Dataset: Full USPTO retrosynthesis dataset with 1.9M reactions from patents (1976-2016). Task: Predict the reactants needed to synthesize the given product. (1) The reactants are: [CH2:1]([O:3][C:4](=[O:22])[CH2:5][C:6]1[CH:11]=[CH:10][C:9](OS(C(F)(F)F)(=O)=O)=[C:8]([O:20][CH3:21])[CH:7]=1)[CH3:2].[CH3:23][N:24](C)C=O. Given the product [CH2:1]([O:3][C:4](=[O:22])[CH2:5][C:6]1[CH:11]=[CH:10][C:9]([C:23]#[N:24])=[C:8]([O:20][CH3:21])[CH:7]=1)[CH3:2], predict the reactants needed to synthesize it. (2) The reactants are: C1C=CC(P(C2C=CC=CC=2)C2C=CC=CC=2)=CC=1.[C:20]([Cl:24])(Cl)(Cl)Cl.O[CH2:26][CH:27]1[CH2:32][CH2:31][CH2:30][N:29]([CH2:33][CH2:34][NH:35][C:36]2[C:49]3[C:48](=[O:50])[C:47]4[C:42](=[CH:43][CH:44]=[CH:45][CH:46]=4)[C:41](=[O:51])[C:40]=3[C:39]([NH:52][CH2:53][CH2:54][N:55]3[CH2:60][CH2:59][CH2:58][CH:57](CO)[CH2:56]3)=[CH:38][CH:37]=2)[CH2:28]1.[ClH:63].P(C1C=CC=CC=1)(C1C=CC=CC=1)(C1C=CC=CC=1)=O. Given the product [Cl:63][CH2:26][CH:27]1[CH2:32][CH2:31][CH2:30][N:29]([CH2:33][CH2:34][NH:35][C:36]2[C:49]3[C:48](=[O:50])[C:47]4[C:42](=[CH:43][CH:44]=[CH:45][CH:46]=4)[C:41](=[O:51])[C:40]=3[C:39]([NH:52][CH2:53][CH2:54][N:55]3[CH2:60][CH2:59][CH2:58][CH:57]([CH2:20][Cl:24])[CH2:56]3)=[CH:38][CH:37]=2)[CH2:28]1, predict the reactants needed to synthesize it. (3) Given the product [Cl:40][C:23]1[C:24]([NH:26][C:27]2[CH:32]=[CH:31][CH:30]=[CH:29][C:28]=2[C:33]2[C:38]([CH3:39])=[CH:37][CH:36]=[CH:35][N:34]=2)=[N:25][C:20]([NH:16][C:13]2[CH:14]=[CH:15][C:8]3[CH2:7][CH2:6][CH:5]([NH:4][CH2:3][C:2]([F:17])([F:18])[F:1])[CH2:11][CH2:10][C:9]=3[CH:12]=2)=[N:21][CH:22]=1, predict the reactants needed to synthesize it. The reactants are: [F:1][C:2]([F:18])([F:17])[CH2:3][NH:4][CH:5]1[CH2:11][CH2:10][C:9]2[CH:12]=[C:13]([NH2:16])[CH:14]=[CH:15][C:8]=2[CH2:7][CH2:6]1.Cl[C:20]1[N:25]=[C:24]([NH:26][C:27]2[CH:32]=[CH:31][CH:30]=[CH:29][C:28]=2[C:33]2[C:38]([CH3:39])=[CH:37][CH:36]=[CH:35][N:34]=2)[C:23]([Cl:40])=[CH:22][N:21]=1. (4) Given the product [F:36][C:37]1[CH:44]=[CH:43][CH:42]=[CH:41][C:38]=1[CH2:39][NH:40][C:19]([C@H:16]1[CH2:15][CH2:14][C@@H:13]([CH2:12][C:4]2[NH:3][C:2](=[O:1])[C:11]3[C:6](=[CH:7][CH:8]=[CH:9][CH:10]=3)[N:5]=2)[CH2:18][CH2:17]1)=[O:20], predict the reactants needed to synthesize it. The reactants are: [O:1]=[C:2]1[C:11]2[C:6](=[CH:7][CH:8]=[CH:9][CH:10]=2)[N:5]=[C:4]([CH2:12][CH:13]2[CH2:18][CH2:17][CH:16]([C:19](O)=[O:20])[CH2:15][CH2:14]2)[NH:3]1.C(Cl)CCl.C1C=NC2N(O)N=NC=2C=1.[F:36][C:37]1[CH:44]=[CH:43][CH:42]=[CH:41][C:38]=1[CH2:39][NH2:40]. (5) Given the product [NH2:1][C:2]1[O:3][C:4]2[C:9]([CH:10]([C:16]3[CH:21]=[C:20]([O:22][CH3:23])[C:19]([O:24][CH3:25])=[C:18]([Br:26])[CH:17]=3)[C:11]=1[C:12]1[NH:13][C:32](=[O:31])[O:15][N:14]=1)=[CH:8][CH:7]=[C:6]1[CH:27]=[CH:28][CH:29]=[CH:30][C:5]=21, predict the reactants needed to synthesize it. The reactants are: [NH2:1][C:2]1[O:3][C:4]2[C:9]([CH:10]([C:16]3[CH:21]=[C:20]([O:22][CH3:23])[C:19]([O:24][CH3:25])=[C:18]([Br:26])[CH:17]=3)[C:11]=1[C:12]([NH:14][OH:15])=[NH:13])=[CH:8][CH:7]=[C:6]1[CH:27]=[CH:28][CH:29]=[CH:30][C:5]=21.[O:31]1CCC[CH2:32]1. (6) Given the product [Cl:11][C:9]1[C:8]([CH3:12])=[CH:7][C:6](/[CH:13]=[CH:14]/[C:15]([N:31]2[CH2:30][CH:29]3[N:24]([CH2:23][C:22]4[CH:33]=[CH:34][C:19]([F:18])=[CH:20][CH:21]=4)[CH:25]([CH2:26][O:27][CH2:28]3)[CH2:32]2)=[O:17])=[C:5]([NH:4][C:1](=[O:3])[CH3:2])[CH:10]=1, predict the reactants needed to synthesize it. The reactants are: [C:1]([NH:4][C:5]1[CH:10]=[C:9]([Cl:11])[C:8]([CH3:12])=[CH:7][C:6]=1/[CH:13]=[CH:14]/[C:15]([OH:17])=O)(=[O:3])[CH3:2].[F:18][C:19]1[CH:34]=[CH:33][C:22]([CH2:23][N:24]2[CH:29]3[CH2:30][NH:31][CH2:32][CH:25]2[CH2:26][O:27][CH2:28]3)=[CH:21][CH:20]=1. (7) Given the product [C:21]([C:9]1[C:10]([CH2:11][N:12]2[CH2:16][CH:15]([CH2:17][CH2:18][CH3:19])[CH2:14][C:13]2=[O:20])=[C:5]2[N:4]=[CH:3][C:2]([CH:25]3[CH2:27][CH2:26]3)=[CH:7][N:6]2[N:8]=1)([CH3:24])([CH3:23])[CH3:22], predict the reactants needed to synthesize it. The reactants are: Br[C:2]1[CH:3]=[N:4][C:5]2[N:6]([N:8]=[C:9]([C:21]([CH3:24])([CH3:23])[CH3:22])[C:10]=2[CH2:11][N:12]2[CH2:16][CH:15]([CH2:17][CH2:18][CH3:19])[CH2:14][C:13]2=[O:20])[CH:7]=1.[CH:25]1(B(O)O)[CH2:27][CH2:26]1.[O-]P([O-])([O-])=O.[K+].[K+].[K+]. (8) Given the product [N+:12]([C:7]1[CH:8]=[CH:9][CH:10]=[C:11]2[C:6]=1[N:5]=[CH:4][N:3]=[C:2]2[NH:20][C:19]1[CH:21]=[CH:22][CH:23]=[C:17]([C:16]([F:15])([F:24])[F:25])[CH:18]=1)([O-:14])=[O:13], predict the reactants needed to synthesize it. The reactants are: Cl[C:2]1[C:11]2[C:6](=[C:7]([N+:12]([O-:14])=[O:13])[CH:8]=[CH:9][CH:10]=2)[N:5]=[CH:4][N:3]=1.[F:15][C:16]([F:25])([F:24])[C:17]1[CH:18]=[C:19]([CH:21]=[CH:22][CH:23]=1)[NH2:20]. (9) Given the product [NH2:23][C@H:20]1[CH2:21][CH2:22][C@H:17]([NH:16][C:15]2[C:14]3[C:9](=[CH:10][CH:11]=[C:12]([C:31]4[CH:36]=[C:35]([O:37][CH3:38])[C:34]([OH:39])=[C:33]([Cl:40])[CH:32]=4)[CH:13]=3)[N:8]=[CH:7][C:6]=2[C:1](=[O:5])[CH2:2][CH2:3][CH3:4])[CH2:18][CH2:19]1, predict the reactants needed to synthesize it. The reactants are: [C:1]([C:6]1[CH:7]=[N:8][C:9]2[C:14]([C:15]=1[NH:16][C@H:17]1[CH2:22][CH2:21][C@H:20]([NH:23]C(=O)OC(C)(C)C)[CH2:19][CH2:18]1)=[CH:13][C:12]([C:31]1[CH:36]=[C:35]([O:37][CH3:38])[C:34]([OH:39])=[C:33]([Cl:40])[CH:32]=1)=[CH:11][CH:10]=2)(=[O:5])[CH2:2][CH2:3][CH3:4].O.Cl.